Task: Predict the product of the given reaction.. Dataset: Forward reaction prediction with 1.9M reactions from USPTO patents (1976-2016) (1) Given the reactants [Li+].[OH-].[O:3]=[C:4]1[N:16]([CH:17]2[CH2:22][CH2:21][N:20]([C:23]([O:25][C@@H:26]([C:44]([O:46]C)=[O:45])[CH2:27][C:28]3[CH:33]=[C:32]([CH3:34])[C:31]([O:35][CH2:36][C:37]4[CH:42]=[CH:41][CH:40]=[CH:39][CH:38]=4)=[C:30]([CH3:43])[CH:29]=3)=[O:24])[CH2:19][CH2:18]2)[C:7]2[CH:8]=[N:9][C:10]3[CH:11]=[CH:12][CH:13]=[CH:14][C:15]=3[C:6]=2[NH:5]1, predict the reaction product. The product is: [O:3]=[C:4]1[N:16]([CH:17]2[CH2:18][CH2:19][N:20]([C:23]([O:25][C@@H:26]([C:44]([OH:46])=[O:45])[CH2:27][C:28]3[CH:33]=[C:32]([CH3:34])[C:31]([O:35][CH2:36][C:37]4[CH:38]=[CH:39][CH:40]=[CH:41][CH:42]=4)=[C:30]([CH3:43])[CH:29]=3)=[O:24])[CH2:21][CH2:22]2)[C:7]2[CH:8]=[N:9][C:10]3[CH:11]=[CH:12][CH:13]=[CH:14][C:15]=3[C:6]=2[NH:5]1. (2) Given the reactants [Cl:1][C:2]1[CH:3]=[C:4]2[C:8](=[CH:9][CH:10]=1)[NH:7][C:6](=[O:11])[C:5]2([C:27]1[CH:32]=[CH:31][CH:30]=[CH:29][C:28]=1[O:33][CH3:34])[CH2:12][C:13](=[O:26])[N:14]1[CH2:19][CH2:18][N:17]([C:20]2[CH:25]=[CH:24][N:23]=[CH:22][CH:21]=2)[CH2:16][CH2:15]1.[CH3:35][O:36][C:37]1[CH:42]=[C:41]([O:43][C:44]([F:47])([F:46])[F:45])[CH:40]=[CH:39][C:38]=1[S:48](Cl)(=[O:50])=[O:49], predict the reaction product. The product is: [Cl:1][C:2]1[CH:3]=[C:4]2[C:8](=[CH:9][CH:10]=1)[N:7]([S:48]([C:38]1[CH:39]=[CH:40][C:41]([O:43][C:44]([F:45])([F:46])[F:47])=[CH:42][C:37]=1[O:36][CH3:35])(=[O:49])=[O:50])[C:6](=[O:11])[C:5]2([C:27]1[CH:32]=[CH:31][CH:30]=[CH:29][C:28]=1[O:33][CH3:34])[CH2:12][C:13](=[O:26])[N:14]1[CH2:19][CH2:18][N:17]([C:20]2[CH:21]=[CH:22][N:23]=[CH:24][CH:25]=2)[CH2:16][CH2:15]1. (3) Given the reactants Cl[C:2]1[C:7]([N+:8]([O-:10])=[O:9])=[CH:6][C:5]([I:11])=[CH:4][N:3]=1.Cl.[CH2:13]([O:15][C:16](=[O:19])[CH2:17][NH2:18])[CH3:14].C(N(CC)CC)C, predict the reaction product. The product is: [CH2:13]([O:15][C:16](=[O:19])[CH2:17][NH:18][C:2]1[C:7]([N+:8]([O-:10])=[O:9])=[CH:6][C:5]([I:11])=[CH:4][N:3]=1)[CH3:14]. (4) Given the reactants [Cl:1][C:2]1[N:7]=[C:6]([C:8]([N:10]([CH2:12][CH3:13])[NH2:11])=[O:9])[C:5]([NH:14][C:15]([C:17]2[N:18]([C:23]3[C:28]([Cl:29])=[CH:27][CH:26]=[CH:25][N:24]=3)[N:19]=[C:20]([Br:22])[CH:21]=2)=[O:16])=[C:4]([CH3:30])[CH:3]=1.Cl[C:32]([O:34][CH3:35])=[O:33], predict the reaction product. The product is: [CH3:35][O:34][C:32]([NH:11][N:10]([C:8]([C:6]1[C:5]([NH:14][C:15]([C:17]2[N:18]([C:23]3[C:28]([Cl:29])=[CH:27][CH:26]=[CH:25][N:24]=3)[N:19]=[C:20]([Br:22])[CH:21]=2)=[O:16])=[C:4]([CH3:30])[CH:3]=[C:2]([Cl:1])[N:7]=1)=[O:9])[CH2:12][CH3:13])=[O:33]. (5) Given the reactants [CH2:1]([N:3]([CH2:24][CH3:25])[C:4](=[O:23])[C:5]1[CH:10]=[CH:9][C:8]([NH:11][CH2:12][CH2:13][N:14]2[CH2:19][CH2:18][CH2:17][CH2:16][CH2:15]2)=[C:7]([N+:20]([O-])=O)[CH:6]=1)[CH3:2].[CH3:26][CH2:27][O:28][C:29]([CH3:31])=O, predict the reaction product. The product is: [CH2:27]([O:28][C:29]1[CH:31]=[CH:4][C:5]([CH2:10][C:9]2[N:11]([CH2:12][CH2:13][N:14]3[CH2:19][CH2:18][CH2:17][CH2:16][CH2:15]3)[C:8]3[CH:9]=[CH:10][C:5]([C:4]([N:3]([CH2:24][CH3:25])[CH2:1][CH3:2])=[O:23])=[CH:6][C:7]=3[N:20]=2)=[CH:6][CH:7]=1)[CH3:26]. (6) Given the reactants Cl.[NH:2]1[CH2:7][CH2:6][C:5]2([C:16](=[O:17])[CH2:15][C:14]3[C:9](=[CH:10][CH:11]=[CH:12][CH:13]=3)[O:8]2)[CH2:4][CH2:3]1.[CH:18]([O:21][C:22]1[CH:30]=[CH:29][C:25]([C:26](O)=[O:27])=[CH:24][C:23]=1[O:31][CH3:32])([CH3:20])[CH3:19].CCN(CC)CC.CN(C(ON1N=NC2C=CC=NC1=2)=[N+](C)C)C.F[P-](F)(F)(F)(F)F, predict the reaction product. The product is: [CH:18]([O:21][C:22]1[CH:30]=[CH:29][C:25]([C:26]([N:2]2[CH2:7][CH2:6][C:5]3([C:16](=[O:17])[CH2:15][C:14]4[C:9](=[CH:10][CH:11]=[CH:12][CH:13]=4)[O:8]3)[CH2:4][CH2:3]2)=[O:27])=[CH:24][C:23]=1[O:31][CH3:32])([CH3:20])[CH3:19]. (7) Given the reactants [F:1][C:2]1[CH:3]=[C:4]([CH:22]=[C:23]([C:25]([F:28])([F:27])[F:26])[CH:24]=1)[CH2:5][C@H:6]1[CH2:11][C@@H:10]([C:12]2[O:16][NH:15][C:14](=[O:17])[CH:13]=2)[CH2:9][CH2:8][N:7]1C(OC)=O.Br, predict the reaction product. The product is: [F:1][C:2]1[CH:3]=[C:4]([CH:22]=[C:23]([C:25]([F:27])([F:26])[F:28])[CH:24]=1)[CH2:5][C@H:6]1[CH2:11][C@@H:10]([C:12]2[O:16][NH:15][C:14](=[O:17])[CH:13]=2)[CH2:9][CH2:8][NH:7]1. (8) The product is: [Si:1]([O:8][CH2:9][CH2:10][N:11]1[CH:15]=[CH:14][C:13]2[CH:27]3[CH:28]([C:29](=[O:31])[NH:30][C:26]3=[O:32])[CH:17]([C:18]3[CH:23]=[CH:22][CH:21]=[CH:20][C:19]=3[O:24][CH3:25])[CH2:16][C:12]1=2)([C:4]([CH3:6])([CH3:5])[CH3:7])([CH3:2])[CH3:3]. Given the reactants [Si:1]([O:8][CH2:9][CH2:10][N:11]1[CH:15]=[CH:14][CH:13]=[C:12]1[CH:16]=[CH:17][C:18]1[CH:23]=[CH:22][CH:21]=[CH:20][C:19]=1[O:24][CH3:25])([C:4]([CH3:7])([CH3:6])[CH3:5])([CH3:3])[CH3:2].[C:26]1(=[O:32])[NH:30][C:29](=[O:31])[CH:28]=[CH:27]1, predict the reaction product. (9) The product is: [O:1]1[CH2:6][CH:5]([O:7][C:8](=[O:30])[NH:9][C@@H:10]([CH2:23][C:24]2[CH:25]=[CH:26][CH:27]=[CH:28][CH:29]=2)[C@H:11]([OH:22])[CH2:12][N:13]([CH2:14][C:15]([CH3:21])([CH3:20])[CH2:16][CH2:17][C:18]#[N:19])[S:45]([C:42]2[CH:41]=[CH:40][C:39]([O:38][CH2:31][C:32]3[CH:33]=[CH:34][CH:35]=[CH:36][CH:37]=3)=[CH:44][CH:43]=2)(=[O:47])=[O:46])[CH2:4][O:3][CH2:2]1. Given the reactants [O:1]1[CH2:6][CH:5]([O:7][C:8](=[O:30])[NH:9][C@@H:10]([CH2:23][C:24]2[CH:29]=[CH:28][CH:27]=[CH:26][CH:25]=2)[C@H:11]([OH:22])[CH2:12][NH:13][CH2:14][C:15]([CH3:21])([CH3:20])[CH2:16][CH2:17][C:18]#[N:19])[CH2:4][O:3][CH2:2]1.[CH2:31]([O:38][C:39]1[CH:44]=[CH:43][C:42]([S:45](Cl)(=[O:47])=[O:46])=[CH:41][CH:40]=1)[C:32]1[CH:37]=[CH:36][CH:35]=[CH:34][CH:33]=1.N(CC)(C(C)C)C(C)C, predict the reaction product.